This data is from Full USPTO retrosynthesis dataset with 1.9M reactions from patents (1976-2016). The task is: Predict the reactants needed to synthesize the given product. (1) Given the product [Br:1][C:2]1[CH:7]=[CH:6][C:5]([CH2:8][C:10]2[CH:15]=[CH:14][C:13]([CH3:16])=[N:12][CH:11]=2)=[CH:4][CH:3]=1, predict the reactants needed to synthesize it. The reactants are: [Br:1][C:2]1[CH:7]=[CH:6][C:5]([C:8]([C:10]2[CH:11]=[N:12][C:13]([CH3:16])=[CH:14][CH:15]=2)=O)=[CH:4][CH:3]=1.O.NN.[OH-].[K+].O. (2) Given the product [OH:15][C:16]1[C:21]([CH3:22])=[C:20]([O:23][CH2:2][CH2:3][CH2:4][CH2:5][N:6]2[C:14]3[C:9](=[CH:10][CH:11]=[CH:12][CH:13]=3)[CH:8]=[CH:7]2)[CH:19]=[CH:18][C:17]=1[C:24](=[O:29])[CH2:25][CH:26]([CH3:27])[CH3:28], predict the reactants needed to synthesize it. The reactants are: Br[CH2:2][CH2:3][CH2:4][CH2:5][N:6]1[C:14]2[C:9](=[CH:10][CH:11]=[CH:12][CH:13]=2)[CH:8]=[CH:7]1.[OH:15][C:16]1[C:21]([CH3:22])=[C:20]([OH:23])[CH:19]=[CH:18][C:17]=1[C:24](=[O:29])[CH2:25][CH:26]([CH3:28])[CH3:27].